This data is from Catalyst prediction with 721,799 reactions and 888 catalyst types from USPTO. The task is: Predict which catalyst facilitates the given reaction. (1) Reactant: [CH3:1][N:2]1[CH2:7][CH2:6][N:5]([CH2:8][C:9]2[CH:10]=C([CH:14]=[C:15]([C:17]([F:20])([F:19])[F:18])[CH:16]=2)C#N)[CH2:4][CH2:3]1.[OH-:21].[Na+].[O:23]1[CH2:28][CH2:27]OCC1. Product: [CH3:1][N:2]1[CH2:7][CH2:6][N:5]([CH2:8][C:9]2[CH:10]=[C:27]([CH:14]=[C:15]([C:17]([F:20])([F:19])[F:18])[CH:16]=2)[C:28]([OH:23])=[O:21])[CH2:4][CH2:3]1. The catalyst class is: 6. (2) Reactant: [Cl:1][C:2]1[C:3]([C:15]2[C:20]([CH3:21])=[CH:19][C:18]([CH3:22])=[CH:17][N:16]=2)=[N:4][C:5]([N:8]2[CH2:13][CH2:12][CH:11]([NH2:14])[CH2:10][CH2:9]2)=[CH:6][CH:7]=1.[OH:23][CH2:24][C:25](O)=[O:26].CN1CCOCC1.C1C=CC2N(O)N=NC=2C=1.CCN=C=NCCCN(C)C. Product: [Cl:1][C:2]1[C:3]([C:15]2[C:20]([CH3:21])=[CH:19][C:18]([CH3:22])=[CH:17][N:16]=2)=[N:4][C:5]([N:8]2[CH2:13][CH2:12][CH:11]([NH:14][C:24](=[O:23])[CH2:25][OH:26])[CH2:10][CH2:9]2)=[CH:6][CH:7]=1. The catalyst class is: 18. (3) Reactant: [CH2:1]([OH:8])[C:2]1[CH:7]=[CH:6][CH:5]=[CH:4][CH:3]=1.CC([O-])(C)C.[K+].F[C:16]1[CH:21]=[CH:20][C:19]([C:22](=[O:24])[CH3:23])=[CH:18][C:17]=1[C:25]([F:28])([F:27])[F:26]. Product: [CH2:1]([O:8][C:16]1[CH:21]=[CH:20][C:19]([C:22](=[O:24])[CH3:23])=[CH:18][C:17]=1[C:25]([F:26])([F:27])[F:28])[C:2]1[CH:7]=[CH:6][CH:5]=[CH:4][CH:3]=1. The catalyst class is: 1. (4) Reactant: [CH3:1][C:2]1[CH:3]=[C:4]([OH:17])[CH:5]=[CH:6][C:7]=1[CH2:8][CH2:9][CH2:10][CH2:11][N:12]1[CH:16]=[CH:15][N:14]=[N:13]1.[H-].[Na+].Cl[CH2:21][C:22]1[CH:27]=[CH:26][CH:25]=[C:24]([C:28]2[CH:33]=[CH:32][C:31]([O:34][C:35]([F:38])([F:37])[F:36])=[CH:30][CH:29]=2)[N:23]=1.O. Product: [CH3:1][C:2]1[CH:3]=[C:4]([CH:5]=[CH:6][C:7]=1[CH2:8][CH2:9][CH2:10][CH2:11][N:12]1[CH:16]=[CH:15][N:14]=[N:13]1)[O:17][CH2:21][C:22]1[CH:27]=[CH:26][CH:25]=[C:24]([C:28]2[CH:29]=[CH:30][C:31]([O:34][C:35]([F:37])([F:36])[F:38])=[CH:32][CH:33]=2)[N:23]=1. The catalyst class is: 9. (5) Reactant: [ClH:1].[CH3:2][CH:3]([CH2:6][NH2:7])[CH2:4][NH2:5].C[O-].[Na+].Cl.[NH2:12][C:13](N)=N. Product: [ClH:1].[CH3:2][CH:3]1[CH2:6][NH:7][C:13]([NH2:12])=[N:5][CH2:4]1. The catalyst class is: 5. (6) Reactant: [OH:1][CH:2]1[CH2:7][CH2:6][N:5]([C:8]([O:10][C:11]([CH3:14])([CH3:13])[CH3:12])=[O:9])[CH2:4][CH2:3]1.[H-].[Na+].Br[CH2:18][C:19]([O:21][CH3:22])=[O:20]. The catalyst class is: 54. Product: [CH3:22][O:21][C:19](=[O:20])[CH2:18][O:1][CH:2]1[CH2:3][CH2:4][N:5]([C:8]([O:10][C:11]([CH3:14])([CH3:13])[CH3:12])=[O:9])[CH2:6][CH2:7]1.